From a dataset of Forward reaction prediction with 1.9M reactions from USPTO patents (1976-2016). Predict the product of the given reaction. (1) Given the reactants [CH2:1]([O:3][C:4]([C:6]1[CH:7]=[C:8]([CH:12]=[C:13]([N+:15]([O-])=O)[CH:14]=1)[C:9]([OH:11])=[O:10])=[O:5])[CH3:2], predict the reaction product. The product is: [NH2:15][C:13]1[CH:12]=[C:8]([CH:7]=[C:6]([C:4]([O:3][CH2:1][CH3:2])=[O:5])[CH:14]=1)[C:9]([OH:11])=[O:10]. (2) The product is: [F:31][C:18]1[CH:19]=[C:20]([N:23]2[CH2:27][C@H:26]([CH2:28][O:29][S:38]([C:35]3[CH:36]=[CH:37][C:32]([CH3:42])=[CH:33][CH:34]=3)(=[O:40])=[O:39])[O:25][C:24]2=[O:30])[CH:21]=[CH:22][C:17]=1[N:14]1[CH2:13][CH2:12][N:11]([C:9]([O:8][CH2:1][C:2]2[CH:3]=[CH:4][CH:5]=[CH:6][CH:7]=2)=[O:10])[CH2:16][CH2:15]1. Given the reactants [CH2:1]([O:8][C:9]([N:11]1[CH2:16][CH2:15][N:14]([C:17]2[CH:22]=[CH:21][C:20]([N:23]3[CH2:27][CH:26]([CH2:28][OH:29])[O:25][C:24]3=[O:30])=[CH:19][C:18]=2[F:31])[CH2:13][CH2:12]1)=[O:10])[C:2]1[CH:7]=[CH:6][CH:5]=[CH:4][CH:3]=1.[C:32]1([CH3:42])[CH:37]=[CH:36][C:35]([S:38](Cl)(=[O:40])=[O:39])=[CH:34][CH:33]=1, predict the reaction product.